From a dataset of Peptide-MHC class I binding affinity with 185,985 pairs from IEDB/IMGT. Regression. Given a peptide amino acid sequence and an MHC pseudo amino acid sequence, predict their binding affinity value. This is MHC class I binding data. (1) The MHC is HLA-A68:01 with pseudo-sequence HLA-A68:01. The peptide sequence is DIICEDAMYY. The binding affinity (normalized) is 0.282. (2) The peptide sequence is EIINNGISY. The MHC is HLA-B38:01 with pseudo-sequence HLA-B38:01. The binding affinity (normalized) is 0.0847. (3) The peptide sequence is AVNTPVSMTY. The MHC is HLA-A11:01 with pseudo-sequence HLA-A11:01. The binding affinity (normalized) is 0.720. (4) The peptide sequence is GEPKMTKAL. The MHC is HLA-B45:01 with pseudo-sequence HLA-B45:01. The binding affinity (normalized) is 0.